This data is from Forward reaction prediction with 1.9M reactions from USPTO patents (1976-2016). The task is: Predict the product of the given reaction. (1) The product is: [C:1]([C:3]1[C:4]([N:22]2[CH2:27][CH2:26][CH:25]([C:28](=[O:29])[NH:43][S:40]([CH2:39][C:36]3[CH:37]=[CH:38][C:33]([Si:32]([CH3:45])([CH3:44])[CH3:31])=[CH:34][CH:35]=3)(=[O:42])=[O:41])[CH2:24][CH2:23]2)=[N:5][C:6]([CH2:15][N:16]2[CH2:20][CH2:19][CH2:18][C:17]2=[O:21])=[C:7]([CH:8]=1)[C:9]([O:11][CH:12]([CH3:14])[CH3:13])=[O:10])#[N:2]. Given the reactants [C:1]([C:3]1[C:4]([N:22]2[CH2:27][CH2:26][CH:25]([C:28](O)=[O:29])[CH2:24][CH2:23]2)=[N:5][C:6]([CH2:15][N:16]2[CH2:20][CH2:19][CH2:18][C:17]2=[O:21])=[C:7]([C:9]([O:11][CH:12]([CH3:14])[CH3:13])=[O:10])[CH:8]=1)#[N:2].[CH3:31][Si:32]([CH3:45])([CH3:44])[C:33]1[CH:38]=[CH:37][C:36]([CH2:39][S:40]([NH2:43])(=[O:42])=[O:41])=[CH:35][CH:34]=1, predict the reaction product. (2) The product is: [CH3:19][C:11]1[C:10]([Cl:9])=[CH:15][CH:14]=[CH:13][C:12]=1[N:16]1[C:17](=[O:18])[NH:7][N:6]=[N:5]1. Given the reactants [Cl-].[Al+3].[Cl-].[Cl-].[N-:5]=[N+:6]=[N-:7].[Na+].[Cl:9][C:10]1[CH:15]=[CH:14][CH:13]=[C:12]([N:16]=[C:17]=[O:18])[C:11]=1[CH3:19].Cl, predict the reaction product. (3) Given the reactants [C:1]1([CH2:7][CH:8]=O)[CH:6]=[CH:5][CH:4]=[CH:3][CH:2]=1.[CH3:10][O:11][CH2:12][CH2:13][NH2:14].[C:15]1(=[O:26])[O:21][C:19](=O)[C:18]2=[CH:22][CH:23]=[CH:24][CH:25]=[C:17]2[CH2:16]1.[CH3:27][O:28][C:29]1[CH:30]=[C:31]([CH:33]=[CH:34][CH:35]=1)[NH2:32], predict the reaction product. The product is: [CH2:7]([CH:8]1[CH:16]([C:15]([NH:32][C:31]2[CH:33]=[CH:34][CH:35]=[C:29]([O:28][CH3:27])[CH:30]=2)=[O:26])[C:17]2[C:18](=[CH:22][CH:23]=[CH:24][CH:25]=2)[C:19](=[O:21])[N:14]1[CH2:13][CH2:12][O:11][CH3:10])[C:1]1[CH:2]=[CH:3][CH:4]=[CH:5][CH:6]=1. (4) Given the reactants CC(O)(C)C.[CH:6]1([CH:9]=[O:10])[CH2:8][CH2:7]1.[N+:11]([CH3:14])([O-:13])=[O:12].CC([O-])(C)C.[K+], predict the reaction product. The product is: [CH:6]1([CH:9]([OH:10])[CH2:14][N+:11]([O-:13])=[O:12])[CH2:8][CH2:7]1. (5) Given the reactants [NH2:1][C:2]1[CH:3]=[C:4]([C:8]2[CH:13]=[CH:12][CH:11]=[CH:10][CH:9]=2)[CH:5]=[CH:6][CH:7]=1.N1C=CC=CC=1.Cl[C:21]([O:24]C(=O)OC(Cl)(Cl)Cl)(Cl)Cl.[CH3:32][C@@H:33]1[NH:38][CH2:37][CH2:36][N:35]([CH2:39][CH2:40][CH2:41][N:42]2[CH2:47][CH2:46][CH2:45][CH2:44][CH2:43]2)[C:34]1=[O:48], predict the reaction product. The product is: [C:4]1([C:8]2[CH:9]=[CH:10][CH:11]=[CH:12][CH:13]=2)[CH:5]=[CH:6][CH:7]=[C:2]([NH:1][C:21]([N:38]2[CH2:37][CH2:36][N:35]([CH2:39][CH2:40][CH2:41][N:42]3[CH2:43][CH2:44][CH2:45][CH2:46][CH2:47]3)[C:34](=[O:48])[C@@H:33]2[CH3:32])=[O:24])[CH:3]=1. (6) Given the reactants [C:1]([C:4]1[CH:5]=[C:6]([CH:10]2[C:19]([CH3:21])([CH3:20])[CH2:18][C:17]3[C:12](=[CH:13][CH:14]=[C:15]([C:22]([O:24]C)=[O:23])[CH:16]=3)[NH:11]2)[CH:7]=[CH:8][CH:9]=1)(=[O:3])[NH2:2].[OH-].[Na+], predict the reaction product. The product is: [C:1]([C:4]1[CH:5]=[C:6]([CH:10]2[C:19]([CH3:21])([CH3:20])[CH2:18][C:17]3[C:12](=[CH:13][CH:14]=[C:15]([C:22]([OH:24])=[O:23])[CH:16]=3)[NH:11]2)[CH:7]=[CH:8][CH:9]=1)(=[O:3])[NH2:2]. (7) The product is: [C:1]([N:5]1[C:10](=[O:12])[CH:9]=[CH:8][C:7]([C:14]([O:16][CH2:17][CH3:18])=[O:15])=[CH:6]1)([CH3:2])([CH3:3])[CH3:4]. Given the reactants [C:1]([NH:5]/[CH:6]=[C:7](\[C:14]([O:16][CH3:17])=[O:15])/[CH:8]=[CH:9]/[C:10]([O:12]C)=O)([CH3:4])([CH3:3])[CH3:2].[CH3:18][O-].[Na+], predict the reaction product.